From a dataset of Full USPTO retrosynthesis dataset with 1.9M reactions from patents (1976-2016). Predict the reactants needed to synthesize the given product. (1) Given the product [O:9]=[C:7]1[N:15]([C:16]2[S:17][CH:18]=[CH:19][N:20]=2)[CH:3]=[C:4]([C:11]([O:13][CH3:14])=[O:12])[CH:5]=[CH:6]1, predict the reactants needed to synthesize it. The reactants are: CO[CH:3]=[C:4]([C:11]([O:13][CH3:14])=[O:12])[CH:5]=[CH:6][C:7]([O:9]C)=O.[NH2:15][C:16]1[S:17][CH:18]=[CH:19][N:20]=1. (2) Given the product [Br:1][C:12]1[C:4]([OH:3])=[N:5][CH:6]=[C:7]([CH:11]=1)[C:8]([OH:10])=[O:9], predict the reactants needed to synthesize it. The reactants are: [Br:1]Br.[OH:3][C:4]1[CH:12]=[CH:11][C:7]([C:8]([OH:10])=[O:9])=[CH:6][N:5]=1.